Dataset: Reaction yield outcomes from USPTO patents with 853,638 reactions. Task: Predict the reaction yield, written as a fraction of the theoretical maximum amount of product (1.0 means a 100% yield; for example, 0.34 means a 34% yield). The reactants are Cl[C:2]1[N:3]=[C:4]2[C:9](=[CH:10][CH:11]=1)[N:8]=[CH:7][C:6]1[CH:12]=[CH:13][C:14](=[O:26])[N:15]([C:16]3[CH:21]=[CH:20][CH:19]=[C:18]([C:22]([F:25])([F:24])[F:23])[CH:17]=3)[C:5]2=1.[F:27][C:28]1[CH:29]=[C:30](OB(O)O)[CH:31]=[N:32][CH:33]=1.CC1(C)C(C)(C)OB(C2C=CC(N)=NC=2)O1. No catalyst specified. The product is [F:27][C:28]1[CH:29]=[C:30]([C:2]2[N:3]=[C:4]3[C:9](=[CH:10][CH:11]=2)[N:8]=[CH:7][C:6]2[CH:12]=[CH:13][C:14](=[O:26])[N:15]([C:16]4[CH:21]=[CH:20][CH:19]=[C:18]([C:22]([F:25])([F:23])[F:24])[CH:17]=4)[C:5]3=2)[CH:31]=[N:32][CH:33]=1. The yield is 0.698.